The task is: Regression. Given a peptide amino acid sequence and an MHC pseudo amino acid sequence, predict their binding affinity value. This is MHC class II binding data.. This data is from Peptide-MHC class II binding affinity with 134,281 pairs from IEDB. (1) The peptide sequence is FIQYEELREQLSSVSAFE. The MHC is DRB1_0401 with pseudo-sequence DRB1_0401. The binding affinity (normalized) is 0.0135. (2) The peptide sequence is LKDLWDYMLNSTGGI. The MHC is DRB1_0901 with pseudo-sequence DRB1_0901. The binding affinity (normalized) is 0.614.